Dataset: Catalyst prediction with 721,799 reactions and 888 catalyst types from USPTO. Task: Predict which catalyst facilitates the given reaction. (1) Reactant: [Br:1][C:2]1[CH:21]=[CH:20][CH:19]=[CH:18][C:3]=1[C:4]([N:6]1[CH2:11][CH2:10][N:9]([C:12](=[O:17])[CH2:13][C:14]([OH:16])=O)[CH2:8][CH2:7]1)=[O:5].CCN=C=NCCCN(C)C.C1C=CC2N(O)N=NC=2C=1.[C:43]1([C:49]2[CH:50]=[CH:51][C:52]([NH2:55])=[N:53][CH:54]=2)[CH:48]=[CH:47][CH:46]=[CH:45][CH:44]=1. Product: [Br:1][C:2]1[CH:21]=[CH:20][CH:19]=[CH:18][C:3]=1[C:4]([N:6]1[CH2:7][CH2:8][N:9]([C:12](=[O:17])[CH2:13][C:14]([NH:55][C:52]2[CH:51]=[CH:50][C:49]([C:43]3[CH:48]=[CH:47][CH:46]=[CH:45][CH:44]=3)=[CH:54][N:53]=2)=[O:16])[CH2:10][CH2:11]1)=[O:5]. The catalyst class is: 792. (2) Reactant: Br[C:2]1[CH:11]=[C:10]2[C:5]([CH2:6][CH2:7][N:8]([C:12]3[CH:17]=[C:16]([N:18]4[CH2:23][CH2:22][N:21]([CH3:24])[CH2:20][CH2:19]4)[N:15]=[C:14]([NH2:25])[N:13]=3)[CH2:9]2)=[CH:4][CH:3]=1.[Cl:26][C:27]1[CH:32]=[CH:31][CH:30]=[CH:29][C:28]=1[OH:33].CN1C=CN=C1.C(=O)([O-])[O-].[K+].[K+]. Product: [Cl:26][C:27]1[CH:32]=[CH:31][CH:30]=[CH:29][C:28]=1[O:33][C:2]1[CH:11]=[C:10]2[C:5]([CH2:6][CH2:7][N:8]([C:12]3[CH:17]=[C:16]([N:18]4[CH2:23][CH2:22][N:21]([CH3:24])[CH2:20][CH2:19]4)[N:15]=[C:14]([NH2:25])[N:13]=3)[CH2:9]2)=[CH:4][CH:3]=1. The catalyst class is: 12. (3) Reactant: [CH2:1]([O:3][C:4](=[O:39])[C:5]([O:8][C:9]1[CH:14]=[CH:13][C:12]([O:15][CH2:16][CH2:17][C:18]2[N:19]=[C:20]([C:24]3[CH:29]=[CH:28][CH:27]=[CH:26][CH:25]=3)[O:21][C:22]=2[CH3:23])=[CH:11][C:10]=1[CH2:30][NH:31]C(OC(C)(C)C)=O)([CH3:7])[CH3:6])[CH3:2].C(O)(C(F)(F)F)=O. Product: [CH2:1]([O:3][C:4](=[O:39])[C:5]([O:8][C:9]1[CH:14]=[CH:13][C:12]([O:15][CH2:16][CH2:17][C:18]2[N:19]=[C:20]([C:24]3[CH:29]=[CH:28][CH:27]=[CH:26][CH:25]=3)[O:21][C:22]=2[CH3:23])=[CH:11][C:10]=1[CH2:30][NH2:31])([CH3:7])[CH3:6])[CH3:2]. The catalyst class is: 2. (4) Reactant: Cl[C:2]1[CH:16]=[CH:15][C:5]2[C:6](=[O:14])[NH:7][C:8]3[C:13]([C:4]=2[CH:3]=1)=[CH:12][CH:11]=[CH:10][N:9]=3.FC(F)(F)[C:19]1[CH:26]=[CH:25][CH:24]=[CH:23][C:20]=1[CH2:21][NH2:22].[CH:29]1(P(C2CCCCC2)C2C=CC=CC=2C2C(C(C)C)=CC(C(C)C)=CC=2C(C)C)CCCCC1.CC(C)([O-])C.[Na+]. Product: [CH3:29][C:24]1[CH:23]=[C:20]([CH:19]=[CH:26][CH:25]=1)[CH2:21][NH:22][C:2]1[CH:16]=[CH:15][C:5]2[C:6](=[O:14])[NH:7][C:8]3[C:13]([C:4]=2[CH:3]=1)=[CH:12][CH:11]=[CH:10][N:9]=3. The catalyst class is: 160. (5) Reactant: [CH3:1][C:2]1[CH:6]=[C:5]([CH3:7])[NH:4][C:3]=1[CH:8]=[O:9].[Cl:10][C:11]1[CH:18]=[C:17]([Cl:19])[CH:16]=[CH:15][C:12]=1[CH2:13]Cl.CN(C)C=O.[H-].[Na+]. Product: [Cl:10][C:11]1[CH:18]=[C:17]([Cl:19])[CH:16]=[CH:15][C:12]=1[CH2:13][N:4]1[C:5]([CH3:7])=[CH:6][C:2]([CH3:1])=[C:3]1[CH:8]=[O:9]. The catalyst class is: 6. (6) Reactant: [O:1]1[CH2:6][CH2:5][CH:4]([OH:7])[CH2:3][CH2:2]1.[C:8]1([CH3:18])[CH:13]=[CH:12][C:11]([S:14](Cl)(=[O:16])=[O:15])=[CH:10][CH:9]=1. Product: [O:1]1[CH2:6][CH2:5][CH:4]([O:7][S:14]([C:11]2[CH:12]=[CH:13][C:8]([CH3:18])=[CH:9][CH:10]=2)(=[O:16])=[O:15])[CH2:3][CH2:2]1. The catalyst class is: 298. (7) The catalyst class is: 59. Reactant: [C:1]([C:5]([NH:7][C:8]1[CH:17]=[CH:16][CH:15]=[C:14]([O:18][CH2:19][CH2:20][C:21]([OH:23])=O)[C:9]=1[C:10]([O:12][CH3:13])=[O:11])=[O:6])([CH3:4])([CH3:3])[CH3:2].C(Cl)(=O)C(Cl)=O. Product: [C:1]([C:5]([NH:7][C:8]1[C:9]([C:10]([O:12][CH3:13])=[O:11])=[C:14]2[C:15]([C:21](=[O:23])[CH2:20][CH2:19][O:18]2)=[CH:16][CH:17]=1)=[O:6])([CH3:3])([CH3:4])[CH3:2]. (8) Reactant: [NH2:1][C:2]1[N:10]=[CH:9][CH:8]=[CH:7][C:3]=1[C:4]([OH:6])=O.ON1C2C=CC=CC=2N=N1.CCN=C=NCCCN(C)C.[CH2:32]([O:34][C:35]1[CH:49]=[CH:48][C:38]([O:39][C:40]2[CH:47]=[CH:46][C:43]([CH2:44][NH2:45])=[CH:42][CH:41]=2)=[CH:37][CH:36]=1)[CH3:33].C(=O)(O)[O-].[Na+]. Product: [CH2:32]([O:34][C:35]1[CH:49]=[CH:48][C:38]([O:39][C:40]2[CH:47]=[CH:46][C:43]([CH2:44][NH:45][C:4](=[O:6])[C:3]3[CH:7]=[CH:8][CH:9]=[N:10][C:2]=3[NH2:1])=[CH:42][CH:41]=2)=[CH:37][CH:36]=1)[CH3:33]. The catalyst class is: 3.